Dataset: Forward reaction prediction with 1.9M reactions from USPTO patents (1976-2016). Task: Predict the product of the given reaction. (1) Given the reactants [C:1]([C:5]1[CH:12]=[CH:11][C:8]([CH:9]=O)=[CH:7][CH:6]=1)([O:3][CH3:4])=[O:2].[C:13]([C:16]1[CH:21]=[CH:20][CH:19]=[CH:18][CH:17]=1)(=[O:15])[CH3:14].C[O-].[Na+].Cl, predict the reaction product. The product is: [CH3:4][O:3][C:1](=[O:2])[C:5]1[CH:12]=[CH:11][C:8]([CH:9]=[CH:14][C:13](=[O:15])[C:16]2[CH:21]=[CH:20][CH:19]=[CH:18][CH:17]=2)=[CH:7][CH:6]=1. (2) The product is: [CH3:16][N:15]([CH3:17])[CH2:14][CH2:13][NH:12][S:9]([C:6]1[CH:7]=[CH:8][C:3]([C:1](=[NH:2])[NH:19][OH:20])=[CH:4][CH:5]=1)(=[O:11])=[O:10]. Given the reactants [C:1]([C:3]1[CH:8]=[CH:7][C:6]([S:9]([NH:12][CH2:13][CH2:14][N:15]([CH3:17])[CH3:16])(=[O:11])=[O:10])=[CH:5][CH:4]=1)#[N:2].Cl.[NH2:19][OH:20].C(=O)([O-])[O-].[K+].[K+], predict the reaction product.